From a dataset of Forward reaction prediction with 1.9M reactions from USPTO patents (1976-2016). Predict the product of the given reaction. (1) The product is: [Br:39][C:28]1[C:29]([NH:31][CH2:32][CH2:33][C:34]2[NH:35][CH:36]=[N:37][CH:38]=2)=[N:30][C:25]([NH:24][C:21]2[CH:20]=[CH:19][C:18]([NH:17][C:5]([NH:4][CH:1]3[CH2:3][CH2:2]3)=[S:6])=[CH:23][CH:22]=2)=[N:26][CH:27]=1. Given the reactants [CH:1]1([NH2:4])[CH2:3][CH2:2]1.[C:5](C1NC=CN=1)(C1NC=CN=1)=[S:6].[NH2:17][C:18]1[CH:23]=[CH:22][C:21]([NH:24][C:25]2[N:30]=[C:29]([NH:31][CH2:32][CH2:33][C:34]3[NH:35][CH:36]=[N:37][CH:38]=3)[C:28]([Br:39])=[CH:27][N:26]=2)=[CH:20][CH:19]=1.CN(C=O)C, predict the reaction product. (2) Given the reactants [F:1][C:2]([F:29])([F:28])[C:3]1[CH:23]=[C:22]([C:24]([F:27])([F:26])[F:25])[CH:21]=[CH:20][C:4]=1[CH2:5][O:6][C:7]1[CH:14]=[CH:13][C:10]([CH:11]=O)=[CH:9][C:8]=1[O:15][CH2:16][CH2:17][CH2:18][CH3:19].[CH3:30][NH:31][C:32]1[CH2:36][S:35][C:34](=[O:37])[N:33]=1.CC(C)([O-])C.[K+].O, predict the reaction product. The product is: [F:1][C:2]([F:28])([F:29])[C:3]1[CH:23]=[C:22]([C:24]([F:25])([F:27])[F:26])[CH:21]=[CH:20][C:4]=1[CH2:5][O:6][C:7]1[CH:14]=[CH:13][C:10](/[CH:11]=[C:36]2/[C:32]([NH:31][CH3:30])=[N:33][C:34](=[O:37])[S:35]/2)=[CH:9][C:8]=1[O:15][CH2:16][CH2:17][CH2:18][CH3:19]. (3) Given the reactants [H-].[H-].[H-].[H-].[Li+].[Al+3].[C:7]1([C:17]2[CH:22]=[CH:21][CH:20]=[CH:19][CH:18]=2)[CH:12]=[CH:11][C:10]([CH2:13][C:14](O)=[O:15])=[CH:9][CH:8]=1.O.[OH-].[K+], predict the reaction product. The product is: [C:17]1([C:7]2[CH:12]=[CH:11][C:10]([CH2:13][CH2:14][OH:15])=[CH:9][CH:8]=2)[CH:22]=[CH:21][CH:20]=[CH:19][CH:18]=1. (4) Given the reactants [NH:1]1[C:5]2[N:6]=[CH:7][CH:8]=[C:9]([C:10]([O:12]C)=[O:11])[C:4]=2[CH:3]=[CH:2]1.[OH-].[Na+], predict the reaction product. The product is: [NH:1]1[C:5]2[N:6]=[CH:7][CH:8]=[C:9]([C:10]([OH:12])=[O:11])[C:4]=2[CH:3]=[CH:2]1.